Dataset: Full USPTO retrosynthesis dataset with 1.9M reactions from patents (1976-2016). Task: Predict the reactants needed to synthesize the given product. (1) Given the product [ClH:1].[Cl:19][CH2:15][C:11]1[CH:12]=[N:13][CH:14]=[C:9]([C:4]2[CH:5]=[CH:6][C:7]([Cl:8])=[C:2]([Cl:1])[CH:3]=2)[CH:10]=1, predict the reactants needed to synthesize it. The reactants are: [Cl:1][C:2]1[CH:3]=[C:4]([C:9]2[CH:10]=[C:11]([CH2:15]O)[CH:12]=[N:13][CH:14]=2)[CH:5]=[CH:6][C:7]=1[Cl:8].S(Cl)([Cl:19])=O. (2) Given the product [C:8]([Cl:7])(=[O:11])[CH3:9].[P:1]([Cl:6])([Cl:3])([Cl:2])=[O:10], predict the reactants needed to synthesize it. The reactants are: [P:1]([Cl:6])(Cl)(Cl)([Cl:3])[Cl:2].[ClH:7].[C:8]([O:11]C(=O)C)(=[O:10])[CH3:9]. (3) Given the product [CH:1]1[C:10]2[CH2:9][CH2:8][CH2:7][CH2:6][C:5]=2[CH:4]=[CH:3][C:2]=1[O:11][C:13]1[C:18]([CH3:19])=[CH:17][C:16]([N+:20]([O-:22])=[O:21])=[C:15]([CH3:23])[CH:14]=1, predict the reactants needed to synthesize it. The reactants are: [CH:1]1[C:10]2[CH2:9][CH2:8][CH2:7][CH2:6][C:5]=2[CH:4]=[CH:3][C:2]=1[OH:11].Cl[C:13]1[C:18]([CH3:19])=[CH:17][C:16]([N+:20]([O-:22])=[O:21])=[C:15]([CH3:23])[CH:14]=1.C(=O)([O-])[O-].[K+].[K+]. (4) Given the product [F:1][C:2]([F:17])([F:16])[C:3]1[CH:12]=[CH:11][C:10]2[C:5](=[CH:6][CH:7]=[C:8]([C:13]([Cl:26])=[O:14])[CH:9]=2)[N:4]=1, predict the reactants needed to synthesize it. The reactants are: [F:1][C:2]([F:17])([F:16])[C:3]1[CH:12]=[CH:11][C:10]2[C:5](=[CH:6][CH:7]=[C:8]([C:13](O)=[O:14])[CH:9]=2)[N:4]=1.CN(C)C=O.C(Cl)(=O)C([Cl:26])=O.